This data is from Merck oncology drug combination screen with 23,052 pairs across 39 cell lines. The task is: Regression. Given two drug SMILES strings and cell line genomic features, predict the synergy score measuring deviation from expected non-interaction effect. (1) Synergy scores: synergy=12.7. Cell line: LOVO. Drug 1: NC(=O)c1cccc2cn(-c3ccc(C4CCCNC4)cc3)nc12. Drug 2: NC1(c2ccc(-c3nc4ccn5c(=O)[nH]nc5c4cc3-c3ccccc3)cc2)CCC1. (2) Drug 1: O=S1(=O)NC2(CN1CC(F)(F)F)C1CCC2Cc2cc(C=CCN3CCC(C(F)(F)F)CC3)ccc2C1. Drug 2: Cn1cc(-c2cnn3c(N)c(Br)c(C4CCCNC4)nc23)cn1. Cell line: RKO. Synergy scores: synergy=-3.85. (3) Drug 1: CC1CC2C3CCC4=CC(=O)C=CC4(C)C3(F)C(O)CC2(C)C1(O)C(=O)CO. Drug 2: C#Cc1cccc(Nc2ncnc3cc(OCCOC)c(OCCOC)cc23)c1. Cell line: NCIH460. Synergy scores: synergy=-8.78. (4) Cell line: OV90. Synergy scores: synergy=13.7. Drug 2: CCC1(O)C(=O)OCc2c1cc1n(c2=O)Cc2cc3c(CN(C)C)c(O)ccc3nc2-1. Drug 1: N#Cc1ccc(Cn2cncc2CN2CCN(c3cccc(Cl)c3)C(=O)C2)cc1. (5) Drug 1: NC(=O)c1cccc2cn(-c3ccc(C4CCCNC4)cc3)nc12. Drug 2: CCC1(O)C(=O)OCc2c1cc1n(c2=O)Cc2cc3c(CN(C)C)c(O)ccc3nc2-1. Cell line: A2780. Synergy scores: synergy=8.06. (6) Drug 1: O=S1(=O)NC2(CN1CC(F)(F)F)C1CCC2Cc2cc(C=CCN3CCC(C(F)(F)F)CC3)ccc2C1. Drug 2: NC(=O)c1cccc2cn(-c3ccc(C4CCCNC4)cc3)nc12. Cell line: A375. Synergy scores: synergy=12.7. (7) Synergy scores: synergy=14.1. Drug 2: CC(=O)OC1C(=O)C2(C)C(O)CC3OCC3(OC(C)=O)C2C(OC(=O)c2ccccc2)C2(O)CC(OC(=O)C(O)C(NC(=O)c3ccccc3)c3ccccc3)C(C)=C1C2(C)C. Cell line: NCIH1650. Drug 1: O=S1(=O)NC2(CN1CC(F)(F)F)C1CCC2Cc2cc(C=CCN3CCC(C(F)(F)F)CC3)ccc2C1. (8) Drug 1: O=C(O)C1(Cc2cccc(Nc3nccs3)n2)CCC(Oc2cccc(Cl)c2F)CC1. Drug 2: CCC1(O)C(=O)OCc2c1cc1n(c2=O)Cc2cc3c(CN(C)C)c(O)ccc3nc2-1. Cell line: CAOV3. Synergy scores: synergy=7.45.